Dataset: Experimentally validated miRNA-target interactions with 360,000+ pairs, plus equal number of negative samples. Task: Binary Classification. Given a miRNA mature sequence and a target amino acid sequence, predict their likelihood of interaction. The miRNA is mmu-miR-204-5p with sequence UUCCCUUUGUCAUCCUAUGCCU. The protein sequence of the target gene is MAPQKHGGGGGGGSGPSAGSGGGGFGGSAAAVAAAASGGKSGGGGCGGGGSYSASSSSAAAAAAAAGAAVLPVKKPKMEHVQADHELFLQAFEKPTQIYRFLRTRNLIAPIFLHRTLTYMSHRNSRTSIKRKTFKVDDMLSKVEKMKGEQESHSLSAHLQLTFTGFFHKNDKPSQNSENEQNSVTLEVLLVKVCHKKRKDVSCPIRQVPTGKKQVPLNPDLNQTKPGNFPSLAVSSNEFEPSNSHMVKSYSLLFRVTRPGRREFNGMINGETNENIDVSEELPARRKRNREDGEKTFVAQ.... Result: 0 (no interaction).